This data is from Full USPTO retrosynthesis dataset with 1.9M reactions from patents (1976-2016). The task is: Predict the reactants needed to synthesize the given product. Given the product [Cl:1][C:2]1[CH:3]=[C:4]2[C:10]([C:11]3[CH:12]=[N:13][CH:14]=[CH:15][CH:16]=3)=[C:9]([C:26]3[CH:27]=[N:28][NH:29][CH:30]=3)[NH:8][C:5]2=[N:6][CH:7]=1, predict the reactants needed to synthesize it. The reactants are: [Cl:1][C:2]1[CH:3]=[C:4]2[C:10]([C:11]3[CH:12]=[N:13][CH:14]=[CH:15][CH:16]=3)=[C:9](I)[NH:8][C:5]2=[N:6][CH:7]=1.CC1(C)C(C)(C)OB([C:26]2[CH:27]=[N:28][NH:29][CH:30]=2)O1.